This data is from Forward reaction prediction with 1.9M reactions from USPTO patents (1976-2016). The task is: Predict the product of the given reaction. (1) The product is: [CH3:15][O:16][C:17]1[CH:22]=[C:21]([O:23][CH3:24])[CH:20]=[CH:19][C:18]=1[N:25]1[CH2:26][CH2:27][N:28]([C:2]2[C:3]([CH3:14])=[C:4]([CH3:13])[C:5]3[O:9][CH:8]([CH3:10])[CH2:7][C:6]=3[C:11]=2[CH3:12])[CH2:29][CH2:30]1. Given the reactants Br[C:2]1[C:3]([CH3:14])=[C:4]([CH3:13])[C:5]2[O:9][CH:8]([CH3:10])[CH2:7][C:6]=2[C:11]=1[CH3:12].[CH3:15][O:16][C:17]1[CH:22]=[C:21]([O:23][CH3:24])[CH:20]=[CH:19][C:18]=1[N:25]1[CH2:30][CH2:29][NH:28][CH2:27][CH2:26]1, predict the reaction product. (2) Given the reactants [CH2:1]([O:8][C:9]1[CH:35]=[CH:34][C:12]([CH2:13][C@@H:14]([NH:19][C:20](=[O:33])[CH2:21][CH2:22][CH2:23][CH2:24][CH2:25][CH2:26][C:27]2[CH:32]=[CH:31][CH:30]=[CH:29][CH:28]=2)[CH2:15][CH2:16][C:17]#[N:18])=[CH:11][CH:10]=1)[C:2]1[CH:7]=[CH:6][CH:5]=[CH:4][CH:3]=1.[N-:36]=[N+:37]=[N-:38].[Na+].N(CC)CC.Cl, predict the reaction product. The product is: [CH2:1]([O:8][C:9]1[CH:35]=[CH:34][C:12]([CH2:13][C@@H:14]([NH:19][C:20](=[O:33])[CH2:21][CH2:22][CH2:23][CH2:24][CH2:25][CH2:26][C:27]2[CH:32]=[CH:31][CH:30]=[CH:29][CH:28]=2)[CH2:15][CH2:16][C:17]2[NH:38][N:37]=[N:36][N:18]=2)=[CH:11][CH:10]=1)[C:2]1[CH:3]=[CH:4][CH:5]=[CH:6][CH:7]=1. (3) Given the reactants C(OC(=O)[NH:7][C:8]1[S:9][C:10]2[CH:38]=[CH:37][CH:36]=[CH:35][C:11]=2[C:12]=1[C:13]([N:15]1[CH2:20][CH2:19][CH:18]([N:21]2[CH2:34][CH2:33][CH2:32][C:23]3([N:27]=[C:26]([CH3:28])[N:25]([CH2:29][CH3:30])[C:24]3=[O:31])[CH2:22]2)[CH2:17][CH2:16]1)=[O:14])(C)(C)C.C(=O)([O-])O.[Na+], predict the reaction product. The product is: [NH2:7][C:8]1[S:9][C:10]2[CH:38]=[CH:37][CH:36]=[CH:35][C:11]=2[C:12]=1[C:13]([N:15]1[CH2:16][CH2:17][CH:18]([N:21]2[CH2:34][CH2:33][CH2:32][C:23]3([N:27]=[C:26]([CH3:28])[N:25]([CH2:29][CH3:30])[C:24]3=[O:31])[CH2:22]2)[CH2:19][CH2:20]1)=[O:14]. (4) The product is: [Cl:1][C:2]1[CH:3]=[CH:4][C:5]([CH3:38])=[C:6]([N:8]2[C:15](=[O:16])[C:14]3[CH:13]=[C:12]([C:17]4[CH:18]=[C:19]([CH:23]=[CH:24][C:25]=4[O:26][CH3:27])[C:20]([NH:45][CH2:44][CH2:43][S:40]([CH3:39])(=[O:42])=[O:41])=[O:22])[N:11]([CH:28]([CH3:30])[CH3:29])[C:10]=3[CH:9]2[C:31]2[CH:32]=[CH:33][C:34]([Cl:37])=[CH:35][CH:36]=2)[CH:7]=1. Given the reactants [Cl:1][C:2]1[CH:3]=[CH:4][C:5]([CH3:38])=[C:6]([N:8]2[C:15](=[O:16])[C:14]3[CH:13]=[C:12]([C:17]4[CH:18]=[C:19]([CH:23]=[CH:24][C:25]=4[O:26][CH3:27])[C:20]([OH:22])=O)[N:11]([CH:28]([CH3:30])[CH3:29])[C:10]=3[CH:9]2[C:31]2[CH:36]=[CH:35][C:34]([Cl:37])=[CH:33][CH:32]=2)[CH:7]=1.[CH3:39][S:40]([CH2:43][CH2:44][NH2:45])(=[O:42])=[O:41].CCN=C=NCCCN(C)C.Cl.C1C=CC2N(O)N=NC=2C=1.CCN(CC)CC, predict the reaction product. (5) Given the reactants O=[C:2]1[CH2:7][CH2:6][N:5]([C:8]([O:10][C:11]([CH3:14])([CH3:13])[CH3:12])=[O:9])[CH2:4][CH2:3]1.[N:15]1[CH:20]=[CH:19][CH:18]=[C:17]([NH2:21])[C:16]=1[NH2:22].C(O[BH-](OC(=O)C)OC(=O)C)(=O)C.[Na+], predict the reaction product. The product is: [NH2:22][C:16]1[C:17]([NH:21][CH:2]2[CH2:7][CH2:6][N:5]([C:8]([O:10][C:11]([CH3:14])([CH3:13])[CH3:12])=[O:9])[CH2:4][CH2:3]2)=[CH:18][CH:19]=[CH:20][N:15]=1. (6) Given the reactants [F:1][CH:2]([F:13])[C:3]1[C:7]([C:8](Cl)=[O:9])=[C:6]([F:11])[N:5]([CH3:12])[N:4]=1.[Cl:14][C:15]1[CH:20]=[C:19]([Cl:21])[CH:18]=[CH:17][C:16]=1[CH:22]([O:26][CH3:27])[CH:23]([NH2:25])[CH3:24].C(N(CC)CC)C.C(OCC)(=O)C, predict the reaction product. The product is: [Cl:14][C:15]1[CH:20]=[C:19]([Cl:21])[CH:18]=[CH:17][C:16]=1[CH:22]([O:26][CH3:27])[CH:23]([NH:25][C:8]([C:7]1[C:3]([CH:2]([F:13])[F:1])=[N:4][N:5]([CH3:12])[C:6]=1[F:11])=[O:9])[CH3:24].